From a dataset of Reaction yield outcomes from USPTO patents with 853,638 reactions. Predict the reaction yield, written as a fraction of the theoretical maximum amount of product (1.0 means a 100% yield; for example, 0.34 means a 34% yield). The reactants are [H-].[Na+].C(OP([CH2:11][C:12]1[CH:17]=[CH:16][CH:15]=[C:14]([N+:18]([O-])=O)[CH:13]=1)(=O)OCC)C.[Cl:21][C:22]1[C:32]2[CH2:31][CH2:30][C:29]3[CH:33]=[CH:34][CH:35]=[CH:36][C:28]=3[C:27](=O)[C:26]=2[CH:25]=[CH:24][CH:23]=1.Cl[Sn]Cl.[OH-].[Na+]. The catalyst is CS(C)=O.C(O)C.C(OCC)C.O.C(OCC)(=O)C. The product is [Cl:21][C:22]1[C:32]2[CH:31]=[CH:30][C:29]3[CH:33]=[CH:34][CH:35]=[CH:36][C:28]=3[C:27](=[CH:11][C:12]3[CH:13]=[C:14]([NH2:18])[CH:15]=[CH:16][CH:17]=3)[C:26]=2[CH:25]=[CH:24][CH:23]=1. The yield is 0.100.